This data is from Forward reaction prediction with 1.9M reactions from USPTO patents (1976-2016). The task is: Predict the product of the given reaction. Given the reactants [Cl:1][C:2]1[CH:7]=[CH:6][CH:5]=[CH:4][C:3]=1[N:8]1[C:16]2[C:15](=[O:17])[N:14]([CH2:18][O:19][C:20](=[O:25])[C:21]([CH3:24])([CH3:23])[CH3:22])[C:13](=[O:26])[N:12](COC(=O)C(C)(C)C)[C:11]=2[N:10]=[C:9]1[N:35]1[CH2:40][CH2:39][N:38]([C:41]([O:43][C:44]([CH3:47])([CH3:46])[CH3:45])=[O:42])[CH2:37][CH2:36]1.O1CCCC1.N12CCCN=C1CCCCC2.Cl, predict the reaction product. The product is: [Cl:1][C:2]1[CH:7]=[CH:6][CH:5]=[CH:4][C:3]=1[N:8]1[C:16]2[C:15](=[O:17])[N:14]([CH2:18][O:19][C:20](=[O:25])[C:21]([CH3:24])([CH3:23])[CH3:22])[C:13](=[O:26])[NH:12][C:11]=2[N:10]=[C:9]1[N:35]1[CH2:40][CH2:39][N:38]([C:41]([O:43][C:44]([CH3:47])([CH3:46])[CH3:45])=[O:42])[CH2:37][CH2:36]1.